This data is from Peptide-MHC class I binding affinity with 185,985 pairs from IEDB/IMGT. The task is: Regression. Given a peptide amino acid sequence and an MHC pseudo amino acid sequence, predict their binding affinity value. This is MHC class I binding data. (1) The peptide sequence is NLFEKFFPS. The MHC is HLA-A02:01 with pseudo-sequence HLA-A02:01. The binding affinity (normalized) is 0.581. (2) The MHC is HLA-B08:01 with pseudo-sequence HLA-B08:01. The binding affinity (normalized) is 0.340. The peptide sequence is ILFQRTFSI. (3) The peptide sequence is QGLTNPKAF. The MHC is H-2-Kb with pseudo-sequence H-2-Kb. The binding affinity (normalized) is 0.0513.